From a dataset of NCI-60 drug combinations with 297,098 pairs across 59 cell lines. Regression. Given two drug SMILES strings and cell line genomic features, predict the synergy score measuring deviation from expected non-interaction effect. (1) Drug 1: C1=CC(=CC=C1CCCC(=O)O)N(CCCl)CCCl. Drug 2: CC1=C(C=C(C=C1)NC(=O)C2=CC=C(C=C2)CN3CCN(CC3)C)NC4=NC=CC(=N4)C5=CN=CC=C5. Cell line: NCIH23. Synergy scores: CSS=43.1, Synergy_ZIP=-4.09, Synergy_Bliss=-7.79, Synergy_Loewe=-6.96, Synergy_HSA=-6.09. (2) Drug 1: C1=CN(C(=O)N=C1N)C2C(C(C(O2)CO)O)O.Cl. Drug 2: CC1=C(C(=CC=C1)Cl)NC(=O)C2=CN=C(S2)NC3=CC(=NC(=N3)C)N4CCN(CC4)CCO. Cell line: M14. Synergy scores: CSS=43.6, Synergy_ZIP=-4.35, Synergy_Bliss=-3.21, Synergy_Loewe=-2.02, Synergy_HSA=-0.859. (3) Drug 1: C1CN(CCN1C(=O)CCBr)C(=O)CCBr. Drug 2: CC(C)CN1C=NC2=C1C3=CC=CC=C3N=C2N. Cell line: HOP-92. Synergy scores: CSS=5.14, Synergy_ZIP=-6.17, Synergy_Bliss=-4.78, Synergy_Loewe=-2.79, Synergy_HSA=-2.79.